Task: Predict the product of the given reaction.. Dataset: Forward reaction prediction with 1.9M reactions from USPTO patents (1976-2016) (1) Given the reactants [NH2:1][S:2]([C:5]1[CH:23]=[CH:22][C:8]([C:9]([NH:11][C:12]2[N:13]=[C:14]3[CH:19]=[CH:18][C:17]([Cl:20])=[CH:16][N:15]3[CH:21]=2)=[O:10])=[CH:7][CH:6]=1)(=[O:4])=[O:3].[C:24](OC(=O)C)(=[O:26])[CH3:25], predict the reaction product. The product is: [C:24]([NH:1][S:2]([C:5]1[CH:23]=[CH:22][C:8]([C:9]([NH:11][C:12]2[N:13]=[C:14]3[CH:19]=[CH:18][C:17]([Cl:20])=[CH:16][N:15]3[CH:21]=2)=[O:10])=[CH:7][CH:6]=1)(=[O:4])=[O:3])(=[O:26])[CH3:25]. (2) Given the reactants Br[C:2]1[CH:3]=[C:4]([F:16])[C:5]([O:9][CH:10]2[CH2:15][CH2:14][CH2:13][CH2:12][CH2:11]2)=[C:6]([F:8])[CH:7]=1.[CH:17](B1OB(C=C)OB(C=C)O1)=[CH2:18].C(=O)([O-])[O-].[Na+].[Na+], predict the reaction product. The product is: [CH:10]1([O:9][C:5]2[C:4]([F:16])=[CH:3][C:2]([CH:17]=[CH2:18])=[CH:7][C:6]=2[F:8])[CH2:15][CH2:14][CH2:13][CH2:12][CH2:11]1. (3) Given the reactants F[C:2]1[CH:7]=[CH:6][C:5]([N:8]([CH3:18])[S:9]([C:12]2[CH:17]=[CH:16][CH:15]=[CH:14][CH:13]=2)(=[O:11])=[O:10])=[CH:4][C:3]=1[N+:19]([O-:21])=[O:20].[NH2:22][CH2:23][CH:24]1[CH2:29][CH2:28][O:27][CH2:26][CH2:25]1, predict the reaction product. The product is: [CH3:18][N:8]([C:5]1[CH:6]=[CH:7][C:2]([NH:22][CH2:23][CH:24]2[CH2:29][CH2:28][O:27][CH2:26][CH2:25]2)=[C:3]([N+:19]([O-:21])=[O:20])[CH:4]=1)[S:9]([C:12]1[CH:17]=[CH:16][CH:15]=[CH:14][CH:13]=1)(=[O:11])=[O:10].